This data is from Catalyst prediction with 721,799 reactions and 888 catalyst types from USPTO. The task is: Predict which catalyst facilitates the given reaction. (1) Reactant: [CH3:1][C:2]1[C:3]([NH:31][CH2:32][C@H:33]([OH:42])[C@@H:34]([OH:41])[C@H:35]([OH:40])[C@H:36]([OH:39])[CH2:37][OH:38])=[CH:4][C:5]2[N:14]([CH2:15][CH2:16][CH2:17][CH2:18][CH2:19][CH2:20][C:21]([O:23]C(C)(C)C)=[O:22])[C:13]3[C:8]([C:9](=[O:29])[NH:10][C:11](=[O:28])[N:12]=3)=[N:7][C:6]=2[CH:30]=1. The catalyst class is: 89. Product: [CH3:1][C:2]1[C:3]([NH:31][CH2:32][C@H:33]([OH:42])[C@@H:34]([OH:41])[C@H:35]([OH:40])[C@H:36]([OH:39])[CH2:37][OH:38])=[CH:4][C:5]2[N:14]([CH2:15][CH2:16][CH2:17][CH2:18][CH2:19][CH2:20][C:21]([OH:23])=[O:22])[C:13]3[C:8]([C:9](=[O:29])[NH:10][C:11](=[O:28])[N:12]=3)=[N:7][C:6]=2[CH:30]=1. (2) Reactant: [CH2:1]([N:3]1[CH:7]=[CH:6][N:5]=[CH:4]1)[CH3:2].[F:8][C:9]([F:15])([F:14])[S:10]([OH:13])(=[O:12])=[O:11]. Product: [F:8][C:9]([F:15])([F:14])[S:10]([O-:13])(=[O:12])=[O:11].[CH2:1]([N+:3]1[CH:7]=[CH:6][NH:5][CH:4]=1)[CH3:2]. The catalyst class is: 8. (3) Reactant: [H-].[Na+].[CH2:3]([SH:5])[CH3:4].C1COCC1.Cl[C:12]1[C:13]([C:19]([N:21]([CH3:33])[C:22]2[CH:27]=[CH:26][C:25]([S:28][C:29]([F:32])([F:31])[F:30])=[CH:24][CH:23]=2)=[O:20])=[N:14][CH:15]=[C:16]([Cl:18])[CH:17]=1. Product: [Cl:18][C:16]1[CH:17]=[C:12]([S:5][CH2:3][CH3:4])[C:13]([C:19]([N:21]([CH3:33])[C:22]2[CH:27]=[CH:26][C:25]([S:28][C:29]([F:32])([F:31])[F:30])=[CH:24][CH:23]=2)=[O:20])=[N:14][CH:15]=1. The catalyst class is: 6. (4) Reactant: C([O:3][C:4](=[O:36])[CH2:5][C@H:6]1[O:12][C@H:11]([C:13]2[CH:18]=[CH:17][CH:16]=[C:15]([O:19][CH3:20])[C:14]=2[O:21][CH3:22])[C:10]2[CH:23]=[C:24]([Cl:27])[CH:25]=[CH:26][C:9]=2[N:8]([CH2:28][C:29]([CH2:33][OH:34])([CH3:32])[CH2:30][OH:31])[C:7]1=[O:35])C.[OH-].[Na+].O.Cl. Product: [Cl:27][C:24]1[CH:25]=[CH:26][C:9]2[N:8]([CH2:28][C:29]([CH2:33][OH:34])([CH3:32])[CH2:30][OH:31])[C:7](=[O:35])[C@@H:6]([CH2:5][C:4]([OH:36])=[O:3])[O:12][C@H:11]([C:13]3[CH:18]=[CH:17][CH:16]=[C:15]([O:19][CH3:20])[C:14]=3[O:21][CH3:22])[C:10]=2[CH:23]=1. The catalyst class is: 8. (5) Reactant: [O:1]1[C:5]2([CH2:10][CH2:9][CH:8]([C:11](=[S:13])[NH2:12])[CH2:7][CH2:6]2)[O:4][CH2:3][CH2:2]1.Br[CH:15]([C:26]1[CH:31]=[CH:30][C:29]([CH3:32])=[CH:28][CH:27]=1)[C:16]([C:18]1[CH:23]=[CH:22][C:21]([O:24][CH3:25])=[CH:20][CH:19]=1)=O.C(=O)([O-])O.[Na+]. Product: [CH3:25][O:24][C:21]1[CH:20]=[CH:19][C:18]([C:16]2[N:12]=[C:11]([CH:8]3[CH2:9][CH2:10][C:5]4([O:4][CH2:3][CH2:2][O:1]4)[CH2:6][CH2:7]3)[S:13][C:15]=2[C:26]2[CH:27]=[CH:28][C:29]([CH3:32])=[CH:30][CH:31]=2)=[CH:23][CH:22]=1. The catalyst class is: 10. (6) Reactant: CO[C:3](=[O:15])[C:4]1[C:9]([N+:10]([O-:12])=[O:11])=[CH:8][CH:7]=[CH:6][C:5]=1[CH2:13]Br.[NH2:16][C:17]1[CH:22]=[CH:21][CH:20]=[CH:19][CH:18]=1.N1C=CC=CC=1. The catalyst class is: 8. Product: [N+:10]([C:9]1[CH:8]=[CH:7][CH:6]=[C:5]2[C:4]=1[C:3](=[O:15])[N:16]([C:17]1[CH:22]=[CH:21][CH:20]=[CH:19][CH:18]=1)[CH2:13]2)([O-:12])=[O:11]. (7) Reactant: [C:1]([CH2:3][CH2:4][C:5]([NH:7][CH:8]([B:21]1[O:29][CH:28]2[C:23]([CH3:33])([CH:24]3[CH2:30][CH:26]([CH2:27]2)[C:25]3([CH3:32])[CH3:31])[O:22]1)[CH2:9][C:10]1[C:11]([O:19][CH3:20])=[C:12]([CH:16]=[CH:17][CH:18]=1)[C:13]([OH:15])=[O:14])=[O:6])#[N:2].C(=O)([O-])[O-].[Na+].[Na+].[C:40]([O:46][CH2:47]Cl)(=[O:45])[C:41]([CH3:44])([CH3:43])[CH3:42].[I-].[Na+]. Product: [CH3:42][C:41]([CH3:44])([CH3:43])[C:40]([O:46][CH2:47][O:14][C:13](=[O:15])[C:12]1[CH:16]=[CH:17][CH:18]=[C:10]([CH2:9][CH:8]([NH:7][C:5](=[O:6])[CH2:4][CH2:3][C:1]#[N:2])[B:21]2[O:29][CH:28]3[C:23]([CH3:33])([CH:24]4[CH2:30][CH:26]([CH2:27]3)[C:25]4([CH3:32])[CH3:31])[O:22]2)[C:11]=1[O:19][CH3:20])=[O:45]. The catalyst class is: 3. (8) Reactant: [N+:1]([C:4]1[CH:12]=[CH:11][C:7]([CH2:8][CH2:9][OH:10])=[CH:6][CH:5]=1)([O-:3])=[O:2].C(N(CC)CC)C.[S:20](Cl)([C:23]1[CH:29]=[CH:28][C:26]([CH3:27])=[CH:25][CH:24]=1)(=[O:22])=[O:21]. Product: [S:20]([C:23]1[CH:29]=[CH:28][C:26]([CH3:27])=[CH:25][CH:24]=1)([O:10][CH2:9][CH2:8][C:7]1[CH:6]=[CH:5][C:4]([N+:1]([O-:3])=[O:2])=[CH:12][CH:11]=1)(=[O:22])=[O:21]. The catalyst class is: 2.